Dataset: TCR-epitope binding with 47,182 pairs between 192 epitopes and 23,139 TCRs. Task: Binary Classification. Given a T-cell receptor sequence (or CDR3 region) and an epitope sequence, predict whether binding occurs between them. (1) The epitope is FPPTSFGPL. The TCR CDR3 sequence is CASSYGSQGSGTEAFF. Result: 1 (the TCR binds to the epitope). (2) The epitope is VLAWLYAAV. The TCR CDR3 sequence is CASSLVGSVGAEAFF. Result: 0 (the TCR does not bind to the epitope). (3) Result: 0 (the TCR does not bind to the epitope). The epitope is KAYNVTQAF. The TCR CDR3 sequence is CASSIGQGETQYF. (4) The epitope is FSKQLQQSM. The TCR CDR3 sequence is CASSAPRGYGYTF. Result: 0 (the TCR does not bind to the epitope). (5) The TCR CDR3 sequence is CASVRHRGQDTGELFF. Result: 1 (the TCR binds to the epitope). The epitope is VLWAHGFEL. (6) The epitope is ATDALMTGY. The TCR CDR3 sequence is CAISEGTGGHQPQHF. Result: 1 (the TCR binds to the epitope). (7) The epitope is TLVPQEHYV. The TCR CDR3 sequence is CASSNNLGTDTQYF. Result: 1 (the TCR binds to the epitope).